Dataset: Catalyst prediction with 721,799 reactions and 888 catalyst types from USPTO. Task: Predict which catalyst facilitates the given reaction. (1) Reactant: [C:1]([O:5][C:6](=[O:23])[N:7]([CH2:9][CH2:10][CH2:11][CH2:12][NH:13][CH2:14][C:15]1[C:20]([CH3:21])=[CH:19][C:18]([Cl:22])=[CH:17][N:16]=1)[CH3:8])([CH3:4])([CH3:3])[CH3:2].[C:24]1([CH:34]=O)[C:33]2[C:28](=[CH:29][CH:30]=[CH:31][CH:32]=2)[CH:27]=[CH:26][N:25]=1.[BH-](OC(C)=O)(OC(C)=O)OC(C)=O.[Na+]. Product: [C:1]([O:5][C:6](=[O:23])[N:7]([CH2:9][CH2:10][CH2:11][CH2:12][N:13]([CH2:14][C:15]1[C:20]([CH3:21])=[CH:19][C:18]([Cl:22])=[CH:17][N:16]=1)[CH2:34][C:24]1[C:33]2[C:28](=[CH:29][CH:30]=[CH:31][CH:32]=2)[CH:27]=[CH:26][N:25]=1)[CH3:8])([CH3:4])([CH3:2])[CH3:3]. The catalyst class is: 2. (2) Reactant: Br[C:2]1[CH:3]=[N:4][CH:5]=[C:6]([Br:17])[C:7]=1[N:8]1[CH2:13][CH2:12][CH:11]([C:14]([NH2:16])=[O:15])[CH2:10][CH2:9]1.[F:18][C:19]([F:30])([F:29])[C:20]1[CH:25]=[CH:24][C:23](B(O)O)=[CH:22][CH:21]=1.P([O-])([O-])([O-])=O.[K+].[K+].[K+].C(=O)([O-])O.[Na+]. Product: [Br:17][C:6]1[CH:5]=[N:4][CH:3]=[C:2]([C:23]2[CH:24]=[CH:25][C:20]([C:19]([F:30])([F:29])[F:18])=[CH:21][CH:22]=2)[C:7]=1[N:8]1[CH2:13][CH2:12][CH:11]([C:14]([NH2:16])=[O:15])[CH2:10][CH2:9]1. The catalyst class is: 109.